Dataset: Forward reaction prediction with 1.9M reactions from USPTO patents (1976-2016). Task: Predict the product of the given reaction. (1) Given the reactants [C:1]([N:4]1[CH2:9][CH2:8][CH:7]([NH:10][C:11](=[O:20])[C:12]2[CH:17]=[C:16]([F:18])[CH:15]=[N:14][C:13]=2Cl)[CH2:6][CH2:5]1)(=[O:3])[CH3:2].[CH3:21][S:22][C:23]1[CH:28]=[CH:27][C:26]([OH:29])=[CH:25][CH:24]=1.C(=O)([O-])[O-].[Cs+].[Cs+], predict the reaction product. The product is: [C:1]([N:4]1[CH2:9][CH2:8][CH:7]([NH:10][C:11](=[O:20])[C:12]2[CH:17]=[C:16]([F:18])[CH:15]=[N:14][C:13]=2[O:29][C:26]2[CH:27]=[CH:28][C:23]([S:22][CH3:21])=[CH:24][CH:25]=2)[CH2:6][CH2:5]1)(=[O:3])[CH3:2]. (2) The product is: [CH2:9]([C:8]1([OH:25])[C:11]2[C:12](=[C:13]([O:21][CH3:22])[N:14]=[C:15]([Si:17]([CH3:18])([CH3:19])[CH3:20])[CH:16]=2)[CH2:23][O:24][C:6](=[O:5])[CH2:7]1)[CH3:10]. Given the reactants C([O:5][C:6](=O)[CH2:7][C:8]([OH:25])([C:11]1[CH:16]=[C:15]([Si:17]([CH3:20])([CH3:19])[CH3:18])[N:14]=[C:13]([O:21][CH3:22])[C:12]=1[CH2:23][OH:24])[CH2:9][CH3:10])(C)(C)C.C([O-])(O)=O.[Na+], predict the reaction product. (3) Given the reactants [H-].[Na+].[F:3][C:4]1[CH:11]=[C:10]([O:12][C:13]2[CH:18]=[CH:17][C:16]([CH2:19][OH:20])=[CH:15][C:14]=2[F:21])[CH:9]=[CH:8][C:5]=1[C:6]#[N:7].Cl[C:23]1[CH:24]=[C:25]2[N:32]([CH3:33])[CH2:31][CH2:30][N:26]2[C:27](=[O:29])[N:28]=1, predict the reaction product. The product is: [F:3][C:4]1[CH:11]=[C:10]([O:12][C:13]2[CH:18]=[CH:17][C:16]([CH2:19][O:20][C:23]3[CH:24]=[C:25]4[N:32]([CH3:33])[CH2:31][CH2:30][N:26]4[C:27](=[O:29])[N:28]=3)=[CH:15][C:14]=2[F:21])[CH:9]=[CH:8][C:5]=1[C:6]#[N:7]. (4) The product is: [OH:12][C:13]1[CH:18]=[C:17]([O:19][CH:46]2[CH2:45][CH2:44][CH2:43][CH2:42][O:41]2)[CH:16]=[CH:15][C:14]=1[C:20](=[O:29])[CH2:21][C:22]1[CH:27]=[CH:26][C:25]([O:28][CH:4]2[CH2:5][CH2:6][CH2:1][CH2:11][O:31]2)=[CH:24][CH:23]=1. Given the reactants [C:1]1([CH3:11])[CH:6]=[CH:5][C:4](S(O)(=O)=O)=CC=1.[OH:12][C:13]1[CH:18]=[C:17]([OH:19])[CH:16]=[CH:15][C:14]=1[C:20](=[O:29])[CH2:21][C:22]1[CH:27]=[CH:26][C:25]([OH:28])=[CH:24][CH:23]=1.C(=O)(O)[O-:31].[Na+].C(OCC)(=O)C.[O:41]1[CH:46]=[CH:45][CH2:44][CH2:43][CH2:42]1, predict the reaction product. (5) Given the reactants [NH2:1][C:2]1[C:11]2[N:10]=[CH:9][C:8]([CH2:12][CH2:13][C:14]3[CH:34]=[CH:33][C:17]([O:18][CH2:19][CH2:20][CH2:21][CH2:22][CH2:23][CH2:24][P:25](=[O:32])([O:29]CC)[O:26]CC)=[CH:16][C:15]=3[CH3:35])=[CH:7][C:6]=2[C:5]2[CH:36]=[CH:37][C:38]([CH3:40])=[CH:39][C:4]=2[N:3]=1.C(O)(C(F)(F)F)=O, predict the reaction product. The product is: [NH2:1][C:2]1[C:11]2[N:10]=[CH:9][C:8]([CH2:12][CH2:13][C:14]3[CH:34]=[CH:33][C:17]([O:18][CH2:19][CH2:20][CH2:21][CH2:22][CH2:23][CH2:24][P:25](=[O:26])([OH:29])[OH:32])=[CH:16][C:15]=3[CH3:35])=[CH:7][C:6]=2[C:5]2[CH:36]=[CH:37][C:38]([CH3:40])=[CH:39][C:4]=2[N:3]=1. (6) Given the reactants [N+:1]([O-:4])([O-])=[O:2].[K+].[CH2:6]([S:8]([C:11]1[CH:16]=[CH:15][CH:14]=[CH:13][CH:12]=1)(=[O:10])=[O:9])[CH3:7], predict the reaction product. The product is: [CH2:6]([S:8]([C:11]1[CH:16]=[CH:15][CH:14]=[C:13]([N+:1]([O-:4])=[O:2])[CH:12]=1)(=[O:9])=[O:10])[CH3:7].